Dataset: Reaction yield outcomes from USPTO patents with 853,638 reactions. Task: Predict the reaction yield, written as a fraction of the theoretical maximum amount of product (1.0 means a 100% yield; for example, 0.34 means a 34% yield). (1) The reactants are [C:1]([O:5][C:6]([N:8]1[CH2:11][C:10]([C:13]2[CH:18]=[CH:17][C:16](Br)=[CH:15][CH:14]=2)([F:12])[CH2:9]1)=[O:7])([CH3:4])([CH3:3])[CH3:2].C(N(CC)CC)C.[CH:27]([O:29]CCCC)=[CH2:28].C1(P(C2C=CC=CC=2)CCCP(C2C=CC=CC=2)C2C=CC=CC=2)C=CC=CC=1.C([O-])(O)=O.[Na+]. The catalyst is C(O)C.CC([O-])=O.CC([O-])=O.[Pd+2]. The product is [C:1]([O:5][C:6]([N:8]1[CH2:11][C:10]([C:13]2[CH:18]=[CH:17][C:16]([C:27](=[O:29])[CH3:28])=[CH:15][CH:14]=2)([F:12])[CH2:9]1)=[O:7])([CH3:4])([CH3:3])[CH3:2]. The yield is 0.577. (2) The reactants are Cl.[C:2]([C:6]1[CH:7]=[C:8]([NH2:19])[N:9]([C:11]2[CH:16]=[CH:15][CH:14]=[C:13]([O:17]C)[CH:12]=2)[N:10]=1)([CH3:5])([CH3:4])[CH3:3].Cl.[NH+]1C=CC=CC=1.O. The catalyst is CCOC(C)=O. The product is [NH2:19][C:8]1[N:9]([C:11]2[CH:12]=[C:13]([OH:17])[CH:14]=[CH:15][CH:16]=2)[N:10]=[C:6]([C:2]([CH3:5])([CH3:4])[CH3:3])[CH:7]=1. The yield is 0.190. (3) The reactants are [Cl:1][C:2]1[CH:7]=[C:6]2[NH:8][C:9](=[O:32])[C:10]3([CH:15]([C:16]4[CH:21]=[CH:20][CH:19]=[C:18]([Cl:22])[CH:17]=4)[CH2:14][C:13](=[O:23])[N:12]([CH2:24][C:25](F)=[O:26])[CH:11]3[C:28](=[CH2:31])[CH2:29][CH3:30])[C:5]2=[CH:4][CH:3]=1.[NH3:33]. No catalyst specified. The product is [Cl:1][C:2]1[CH:7]=[C:6]2[NH:8][C:9](=[O:32])[C:10]3([CH:15]([C:16]4[CH:21]=[CH:20][CH:19]=[C:18]([Cl:22])[CH:17]=4)[CH2:14][C:13](=[O:23])[N:12]([CH2:24][C:25]([NH2:33])=[O:26])[CH:11]3[C:28](=[CH2:31])[CH2:29][CH3:30])[C:5]2=[CH:4][CH:3]=1. The yield is 0.400. (4) The reactants are C([NH:5][S:6]([C:9]1[S:13][C:12]([C:14]2[N:15]=[CH:16][N:17]([C:19]3[CH:24]=[C:23]([C:25]([F:28])([F:27])[F:26])[CH:22]=[C:21]([C:29]4[CH:34]=[CH:33][C:32]([C:35]([F:38])([F:37])[F:36])=[CH:31][CH:30]=4)[N:20]=3)[CH:18]=2)=[N:11][C:10]=1[CH3:39])(=[O:8])=[O:7])(C)(C)C.C(O)(C(F)(F)F)=O. The catalyst is ClCCl. The product is [CH3:39][C:10]1[N:11]=[C:12]([C:14]2[N:15]=[CH:16][N:17]([C:19]3[CH:24]=[C:23]([C:25]([F:28])([F:27])[F:26])[CH:22]=[C:21]([C:29]4[CH:30]=[CH:31][C:32]([C:35]([F:37])([F:36])[F:38])=[CH:33][CH:34]=4)[N:20]=3)[CH:18]=2)[S:13][C:9]=1[S:6]([NH2:5])(=[O:8])=[O:7]. The yield is 0.990. (5) The reactants are [C:1]([C:3]1[C:4]([C:20]([F:23])([F:22])[F:21])=[C:5]2[C:9](=[CH:10][CH:11]=1)[N:8]([CH2:12][C:13](=[NH:16])[NH:14][OH:15])[C:7]([CH2:17][CH2:18][CH3:19])=[CH:6]2)#[N:2].[Cl:24][C:25]1[S:26][C:27]([Cl:33])=[CH:28][C:29]=1[C:30](Cl)=O.C(N(CC)C(C)C)(C)C. The catalyst is C(#N)C. The product is [Cl:24][C:25]1[S:26][C:27]([Cl:33])=[CH:28][C:29]=1[C:30]1[O:15][N:14]=[C:13]([CH2:12][N:8]2[C:9]3[C:5](=[C:4]([C:20]([F:22])([F:23])[F:21])[C:3]([C:1]#[N:2])=[CH:11][CH:10]=3)[CH:6]=[C:7]2[CH2:17][CH2:18][CH3:19])[N:16]=1. The yield is 0.370. (6) The reactants are [N+:1]([C:4]1[CH:5]=[C:6]([CH:20]=[CH:21][CH:22]=1)[C:7]([NH:9][C:10]1[CH:19]=[CH:18][CH:17]=[CH:16][C:11]=1[C:12]([O:14][CH3:15])=[O:13])=[O:8])([O-])=O. The catalyst is CO.[Pd]. The product is [NH2:1][C:4]1[CH:5]=[C:6]([CH:20]=[CH:21][CH:22]=1)[C:7]([NH:9][C:10]1[CH:19]=[CH:18][CH:17]=[CH:16][C:11]=1[C:12]([O:14][CH3:15])=[O:13])=[O:8]. The yield is 0.970. (7) The reactants are [Cl:1][C:2]1[CH:7]=[C:6]([NH:8][C:9]2[CH:10]=[C:11]([CH:15]=[CH:16][CH:17]=2)C(O)=O)[C:5]([Cl:18])=[CH:4][N:3]=1.Cl.CN(C)CCCN=C=NCC.[OH:31][C:32]1C2N=NNC=2C=CC=1.Cl.[O:42]([NH2:44])[CH3:43].C(N(C(C)C)CC)(C)C. The catalyst is CN(C)C=O. The product is [Cl:1][C:2]1[CH:7]=[C:6]([NH:8][C:9]2[CH:17]=[CH:16][CH:15]=[CH:11][C:10]=2[C:32]([NH:44][O:42][CH3:43])=[O:31])[C:5]([Cl:18])=[CH:4][N:3]=1. The yield is 0.770.